Dataset: Cav3 T-type calcium channel HTS with 100,875 compounds. Task: Binary Classification. Given a drug SMILES string, predict its activity (active/inactive) in a high-throughput screening assay against a specified biological target. (1) The molecule is O1C(CCC1)CNC(=O)c1[nH]cc(c1)C(=O)c1ccc(OC)cc1. The result is 0 (inactive). (2) The drug is S(=O)(=O)(NCCc1ncccc1)/C=C\c1ccccc1. The result is 0 (inactive).